This data is from Catalyst prediction with 721,799 reactions and 888 catalyst types from USPTO. The task is: Predict which catalyst facilitates the given reaction. (1) Reactant: [CH3:1][N:2]1[CH2:6][CH2:5][CH2:4][CH:3]1[CH2:7][CH2:8][N:9]1[CH2:14][CH2:13][S:12][C:11]2[CH:15]=[C:16]([N+:19]([O-])=O)[CH:17]=[CH:18][C:10]1=2.O.NN. Product: [CH3:1][N:2]1[CH2:6][CH2:5][CH2:4][CH:3]1[CH2:7][CH2:8][N:9]1[CH2:14][CH2:13][S:12][C:11]2[CH:15]=[C:16]([NH2:19])[CH:17]=[CH:18][C:10]1=2. The catalyst class is: 94. (2) Reactant: [CH2:1]([O:3][C:4]([N:6]1[CH2:11][CH2:10][CH:9]([C:12]2[C:20]3[C:15](=[CH:16][C:17]([F:21])=[CH:18][CH:19]=3)[NH:14][CH:13]=2)[CH2:8][CH2:7]1)=[O:5])[CH3:2].Br[CH2:23][C:24]1[S:25][CH:26]=[CH:27][CH:28]=1. Product: [CH2:1]([O:3][C:4]([N:6]1[CH2:11][CH2:10][CH:9]([C:12]2[C:20]3[C:15](=[CH:16][C:17]([F:21])=[CH:18][CH:19]=3)[N:14]([CH2:23][C:24]3[S:25][CH:26]=[CH:27][CH:28]=3)[CH:13]=2)[CH2:8][CH2:7]1)=[O:5])[CH3:2]. The catalyst class is: 27. (3) Reactant: [CH3:1][C:2]1[CH:7]=[C:6]([N+:8]([O-:10])=[O:9])[CH:5]=[CH:4][C:3]=1[NH:11][C:12](=[O:19])[O:13][CH2:14][CH2:15][CH2:16][CH2:17]Cl.[K].CC(C)([O-])C. Product: [CH3:1][C:2]1[CH:7]=[C:6]([N+:8]([O-:10])=[O:9])[CH:5]=[CH:4][C:3]=1[N:11]1[CH2:17][CH2:16][CH2:15][CH2:14][O:13][C:12]1=[O:19]. The catalyst class is: 3. (4) Reactant: [CH:1]1[CH:6]=[C:5]([C:7]2[C:21]3[C:16](=[C:17](Br)[C:18]([O-:23])=[C:19](Br)[CH:20]=3)[O:15][C:14]3[C:8]=2[CH:9]=[C:10](Br)[C:11]([C:13]=3Br)=[O:12])[C:4]([C:27]([O-:29])=[O:28])=[CH:3][CH:2]=1.[Na+].[Na+].[Na][Na].CC1C(Br)=CC2C(C3C=CC=CC=3C(O)=O)=C3C(=C(Br)C(C(Br)=C3)=O)OC=2C=1Br. Product: [CH:1]1[CH:2]=[CH:3][C:4]([C:27]([OH:29])=[O:28])=[C:5]([C:7]2[C:8]3[CH:9]=[CH:10][C:11]([OH:12])=[CH:13][C:14]=3[O:15][C:16]3[C:21]=2[CH:20]=[CH:19][C:18]([CH:17]=3)=[O:23])[CH:6]=1. The catalyst class is: 6. (5) Reactant: [H-].[Na+].[C:3]([O:7][C:8]([N:10]1[C@@H:15]([C@@H:16]([O:42][CH2:43][C:44]2[CH:49]=[CH:48][CH:47]=[CH:46][CH:45]=2)[C@@H:17]([N:27]([CH2:35][C:36]2[CH:41]=[CH:40][CH:39]=[CH:38][CH:37]=2)[CH2:28][C:29]2[CH:34]=[CH:33][CH:32]=[CH:31][CH:30]=2)[CH2:18][C:19]2[CH:24]=[C:23]([F:25])[CH:22]=[C:21](F)[CH:20]=2)[CH2:14][O:13][C@@H:12]([O:50][CH2:51][C:52]([CH3:56])([CH3:55])[CH2:53][F:54])[C@@H:11]1[CH3:57])=[O:9])([CH3:6])([CH3:5])[CH3:4].O.CN1C[CH2:63][CH2:62][C:61]1=[O:65]. Product: [C:3]([O:7][C:8]([N:10]1[C@@H:15]([C@@H:16]([O:42][CH2:43][C:44]2[CH:49]=[CH:48][CH:47]=[CH:46][CH:45]=2)[C@@H:17]([N:27]([CH2:35][C:36]2[CH:37]=[CH:38][CH:39]=[CH:40][CH:41]=2)[CH2:28][C:29]2[CH:34]=[CH:33][CH:32]=[CH:31][CH:30]=2)[CH2:18][C:19]2[CH:24]=[C:23]([F:25])[CH:22]=[C:21]([O:65][CH2:61][CH2:62][CH3:63])[CH:20]=2)[CH2:14][O:13][C@@H:12]([O:50][CH2:51][C:52]([CH3:56])([CH3:55])[CH2:53][F:54])[C@@H:11]1[CH3:57])=[O:9])([CH3:4])([CH3:6])[CH3:5]. The catalyst class is: 259.